This data is from Forward reaction prediction with 1.9M reactions from USPTO patents (1976-2016). The task is: Predict the product of the given reaction. (1) Given the reactants [OH:1][C@@H:2]1[C@@H:10]([CH2:11][OH:12])[O:9][C@H:8]2[C@H:4]([N:5]=[C:6]([N:13]([CH2:21][CH2:22][F:23])[C:14](=[O:20])[O:15][C:16]([CH3:19])([CH3:18])[CH3:17])[S:7]2)[C@H:3]1[OH:24].[C:25]([Si:29](Cl)([CH3:31])[CH3:30])([CH3:28])([CH3:27])[CH3:26].C(N(CC)CC)C, predict the reaction product. The product is: [Si:29]([O:12][CH2:11][C@H:10]1[O:9][C@H:8]2[C@H:4]([N:5]=[C:6]([N:13]([CH2:21][CH2:22][F:23])[C:14](=[O:20])[O:15][C:16]([CH3:19])([CH3:17])[CH3:18])[S:7]2)[C@@H:3]([OH:24])[C@@H:2]1[OH:1])([C:25]([CH3:28])([CH3:27])[CH3:26])([CH3:31])[CH3:30]. (2) Given the reactants [F:1][C:2]1[C:23]([F:24])=[CH:22][CH:21]=[CH:20][C:3]=1[O:4][C:5]1[CH:10]=[CH:9][N:8]([CH:11]([CH2:15][CH:16]([CH3:18])[CH3:17])[C:12](O)=[O:13])[C:7](=[O:19])[CH:6]=1.C(N(CC)C(C)C)(C)C.F[P-](F)(F)(F)(F)F.N1(OC(N(C)C)=[N+](C)C)C2N=CC=CC=2N=N1.[CH3:58][N:59]1[CH:63]=[CH:62][C:61]([NH2:64])=[N:60]1, predict the reaction product. The product is: [CH3:58][N:59]1[CH:63]=[CH:62][C:61]([NH:64][C:12](=[O:13])[CH:11]([N:8]2[CH:9]=[CH:10][C:5]([O:4][C:3]3[CH:20]=[CH:21][CH:22]=[C:23]([F:24])[C:2]=3[F:1])=[CH:6][C:7]2=[O:19])[CH2:15][CH:16]([CH3:18])[CH3:17])=[N:60]1. (3) Given the reactants [O:1]1[CH:5]=[CH:4][C:3]([CH:6]=O)=[CH:2]1.[N+:8]([CH3:11])([O-:10])=[O:9].[OH-].[Na+].Cl, predict the reaction product. The product is: [O:1]1[CH:5]=[CH:4][C:3]([CH:6]=[CH:11][N+:8]([O-:10])=[O:9])=[CH:2]1.